Task: Predict which catalyst facilitates the given reaction.. Dataset: Catalyst prediction with 721,799 reactions and 888 catalyst types from USPTO (1) Reactant: [F:1][C:2]1[C:7]([C:8]([OH:10])=[O:9])=[C:6]([C:11]([F:14])([F:13])[F:12])[CH:5]=[CH:4][N:3]=1.[C:15]([O-])([O-])=O.[K+].[K+].CI. Product: [F:1][C:2]1[C:7]([C:8]([O:10][CH3:15])=[O:9])=[C:6]([C:11]([F:12])([F:13])[F:14])[CH:5]=[CH:4][N:3]=1. The catalyst class is: 3. (2) The catalyst class is: 60. Product: [CH:2]1([N:5]([CH:19]2[CH2:24][CH2:23][N:22]([C:26]3[S:27][C:28]([C:31]([F:34])([F:33])[F:32])=[N:29][N:30]=3)[CH2:21][CH2:20]2)[C:6](=[O:18])[C:7]2[CH:8]=[CH:9][C:10]([C:13]3[O:17][CH:16]=[N:15][CH:14]=3)=[CH:11][CH:12]=2)[CH2:4][CH2:3]1. Reactant: Cl.[CH:2]1([N:5]([CH:19]2[CH2:24][CH2:23][NH:22][CH2:21][CH2:20]2)[C:6](=[O:18])[C:7]2[CH:12]=[CH:11][C:10]([C:13]3[O:17][CH:16]=[N:15][CH:14]=3)=[CH:9][CH:8]=2)[CH2:4][CH2:3]1.Cl[C:26]1[S:27][C:28]([C:31]([F:34])([F:33])[F:32])=[N:29][N:30]=1. (3) Reactant: Br[C:2]1[N:6]([CH3:7])[CH:5]=[N:4][CH:3]=1.C([Mg]Br)C.C(OCC)C.[F:17][C:18]1[CH:29]=[CH:28][C:21]([C:22](N(OC)C)=[O:23])=[CH:20][CH:19]=1.[NH4+].[Cl-].Cl. Product: [F:17][C:18]1[CH:29]=[CH:28][C:21]([C:22]([C:2]2[N:6]([CH3:7])[CH:5]=[N:4][CH:3]=2)=[O:23])=[CH:20][CH:19]=1. The catalyst class is: 20. (4) Reactant: CN1C(=O)CCC1.[NH:18]([C:15]1C=C[C:15]([NH:18][C:19](N)=[S:20])=CC=1)[C:19](N)=[S:20].C1(N=C=S)C=CC(N=C=[S:30])=CC=1.[CH2:34]1[CH2:44][CH2:43][N:42]2[C:37](=[N:38]CCC2)[CH2:36][CH2:35]1. Product: [CH:19]([NH:18][CH:15]=[S:30])=[S:20].[C:37]1([NH2:38])[CH:36]=[CH:35][CH:34]=[CH:44][C:43]=1[NH2:42]. The catalyst class is: 8. (5) Reactant: [C:1]([NH:4][CH2:5][C:6]#[C:7][C:8]1[CH:9]=[CH:10][C:11]([C:14]#[C:15][CH2:16][NH:17][C:18](=[O:20])[CH3:19])=[N:12][CH:13]=1)(=[O:3])[CH3:2].[H][H]. Product: [C:1]([NH:4][CH2:5][CH2:6][CH2:7][C:8]1[CH:9]=[CH:10][C:11]([CH2:14][CH2:15][CH2:16][NH:17][C:18](=[O:20])[CH3:19])=[N:12][CH:13]=1)(=[O:3])[CH3:2]. The catalyst class is: 19. (6) Reactant: [C:1]([N:8]1[CH:13]=[C:12]([CH2:14][NH2:15])[CH:11]=[N:10][CH:9]1S(C)(=O)=O)([O:3][C:4]([CH3:7])([CH3:6])[CH3:5])=[O:2].[C-:20]#[N:21].[K+].C1OCCOCCOCCOCCOCCOC1. Product: [C:1]([N:8]1[CH:13]=[C:12]([CH2:14][NH2:15])[CH:11]=[N:10][CH:9]1[C:20]#[N:21])([O:3][C:4]([CH3:7])([CH3:6])[CH3:5])=[O:2]. The catalyst class is: 3. (7) Reactant: [NH2:1][C:2]1[N:7]=[CH:6][N:5]=[C:4]2[N:8]([CH2:12][CH2:13][NH:14][C:15](=[O:24])[C:16]3[CH:21]=[CH:20][C:19]([F:22])=[CH:18][C:17]=3[Cl:23])[N:9]=[C:10](I)[C:3]=12.[F:25][C:26]1[CH:27]=[C:28](B(O)O)[CH:29]=[C:30]([O:32][CH3:33])[CH:31]=1.C(=O)([O-])[O-].[Na+].[Na+]. Product: [NH2:1][C:2]1[N:7]=[CH:6][N:5]=[C:4]2[N:8]([CH2:12][CH2:13][NH:14][C:15](=[O:24])[C:16]3[CH:21]=[CH:20][C:19]([F:22])=[CH:18][C:17]=3[Cl:23])[N:9]=[C:10]([C:28]3[CH:29]=[C:30]([O:32][CH3:33])[CH:31]=[C:26]([F:25])[CH:27]=3)[C:3]=12. The catalyst class is: 18.